This data is from Reaction yield outcomes from USPTO patents with 853,638 reactions. The task is: Predict the reaction yield, written as a fraction of the theoretical maximum amount of product (1.0 means a 100% yield; for example, 0.34 means a 34% yield). The catalyst is O. The yield is 0.850. The product is [CH2:22]([O:21][S:18]([O-:30])(=[O:20])=[O:19])[CH2:23][CH2:24][CH2:25][CH2:26][CH2:27][CH2:28][CH3:29].[CH3:2][N:3]1[CH:7]=[CH:6][N+:5]([CH2:8][C:9]([O:11][CH2:12][CH2:13][O:14][CH2:15][CH2:16][CH3:17])=[O:10])=[CH:4]1. The reactants are [Br-].[CH3:2][N:3]1[CH:7]=[CH:6][N+:5]([CH2:8][C:9]([O:11][CH2:12][CH2:13][O:14][CH2:15][CH2:16][CH3:17])=[O:10])=[CH:4]1.[S:18]([O-:30])([O:21][CH2:22][CH2:23][CH2:24][CH2:25][CH2:26][CH2:27][CH2:28][CH3:29])(=[O:20])=[O:19].[Na+].